Task: Predict the reactants needed to synthesize the given product.. Dataset: Full USPTO retrosynthesis dataset with 1.9M reactions from patents (1976-2016) (1) The reactants are: [Cl:1][C:2]1[CH:3]=[C:4]2[C:8](=[CH:9][CH:10]=1)[N:7]([CH2:11][CH2:12][CH2:13][S:14]([CH3:17])(=[O:16])=[O:15])[C:6]([C:18](OCC)=[O:19])=[CH:5]2.[H-].[Al+3].[Li+].[H-].[H-].[H-]. Given the product [Cl:1][C:2]1[CH:3]=[C:4]2[C:8](=[CH:9][CH:10]=1)[N:7]([CH2:11][CH2:12][CH2:13][S:14]([CH3:17])(=[O:16])=[O:15])[C:6]([CH2:18][OH:19])=[CH:5]2, predict the reactants needed to synthesize it. (2) Given the product [OH:24][CH2:23][CH2:25][NH:26][C:2]1[CH:11]=[C:10]2[C:5]([CH:6]=[C:7]([C:12]3[CH:13]=[CH:14][C:15]4[O:20][CH2:19][C:18](=[O:21])[NH:17][C:16]=4[CH:22]=3)[CH2:8][S:9]2)=[CH:4][CH:3]=1, predict the reactants needed to synthesize it. The reactants are: I[C:2]1[CH:11]=[C:10]2[C:5]([CH:6]=[C:7]([C:12]3[CH:13]=[CH:14][C:15]4[O:20][CH2:19][C:18](=[O:21])[NH:17][C:16]=4[CH:22]=3)[CH2:8][S:9]2)=[CH:4][CH:3]=1.[CH2:23]([CH2:25][NH2:26])[OH:24]. (3) The reactants are: [N:1]([CH2:4][C:5]1[CH:10]=[CH:9][C:8]([Cl:11])=[CH:7][C:6]=1[O:12][CH3:13])=[N+]=[N-].C1(P(C2C=CC=CC=2)C2C=CC=CC=2)C=CC=CC=1.O.Cl. Given the product [Cl:11][C:8]1[CH:9]=[CH:10][C:5]([CH2:4][NH2:1])=[C:6]([O:12][CH3:13])[CH:7]=1, predict the reactants needed to synthesize it. (4) Given the product [C:5]([O:9][C:10]([N:12]1[C:21]2[C:16](=[CH:17][CH:18]=[CH:19][CH:20]=2)[C:15]([CH2:1][CH3:2])([OH:22])[CH2:14][CH2:13]1)=[O:11])([CH3:8])([CH3:6])[CH3:7], predict the reactants needed to synthesize it. The reactants are: [CH2:1]([Mg]Br)[CH3:2].[C:5]([O:9][C:10]([N:12]1[C:21]2[C:16](=[CH:17][CH:18]=[CH:19][CH:20]=2)[C:15](=[O:22])[CH2:14][CH2:13]1)=[O:11])([CH3:8])([CH3:7])[CH3:6].OS([O-])(=O)=O.[Na+]. (5) Given the product [F:15][C:13]([F:14])([F:16])[N:4]1[C:5]2[C:10](=[CH:9][C:8]([C:11]#[N:12])=[CH:7][CH:6]=2)[CH:2]=[CH:3]1, predict the reactants needed to synthesize it. The reactants are: Br[C:2]1[C:10]2[C:5](=[CH:6][CH:7]=[C:8]([C:11]#[N:12])[CH:9]=2)[N:4]([C:13]([F:16])([F:15])[F:14])[CH:3]=1.N. (6) Given the product [Cl:24][C:21]1[CH:22]=[CH:23][C:18]([C:6]2[CH:5]=[C:4]([CH:9]=[C:8]([N:10]3[C:14]([CH:15]([CH3:17])[CH3:16])=[N:13][N:12]=[N:11]3)[CH:7]=2)[C:3]([OH:25])=[O:2])=[N:19][CH:20]=1, predict the reactants needed to synthesize it. The reactants are: C[O:2][C:3](=[O:25])[C:4]1[CH:9]=[C:8]([N:10]2[C:14]([CH:15]([CH3:17])[CH3:16])=[N:13][N:12]=[N:11]2)[CH:7]=[C:6]([C:18]2[CH:23]=[CH:22][C:21]([Cl:24])=[CH:20][N:19]=2)[CH:5]=1.[Li+].[OH-].Cl. (7) Given the product [CH3:11][Si:12]([CH3:14])([CH3:13])[O:15][C:33]([O:34][Si:35]([CH3:36])([CH3:37])[CH3:38])([O:39][Si:40]([CH3:41])([CH3:42])[CH3:43])[CH3:32], predict the reactants needed to synthesize it. The reactants are: [Li+].C[Si]([N-][Si](C)(C)C)(C)C.[CH3:11][Si:12]([O:15]C(=O)C[O:15][Si:12]([CH3:14])([CH3:13])[CH3:11])([CH3:14])[CH3:13].C[Si](Cl)(C)C.C[Si](C)(C)O[CH:32]=[C:33]([O:39][Si:40]([CH3:43])([CH3:42])[CH3:41])[O:34][Si:35]([CH3:38])([CH3:37])[CH3:36]. (8) Given the product [CH3:16][N:3]1[C:11]2[C:6](=[CH:7][CH:8]=[CH:9][CH:10]=2)[C:5]([C:12]([O:14][CH3:15])=[O:13])=[CH:4]1, predict the reactants needed to synthesize it. The reactants are: [H-].[Na+].[NH:3]1[C:11]2[C:6](=[CH:7][CH:8]=[CH:9][CH:10]=2)[C:5]([C:12]([O:14][CH3:15])=[O:13])=[CH:4]1.[CH3:16]I. (9) Given the product [NH:8]1[CH2:9][CH2:10][CH:11]([CH2:14][CH2:15][C:16]([N:18]2[CH2:23][CH2:22][CH2:21][C@@H:20]([C:24]([NH:26][CH2:27][C@H:28]([NH:32][C:33](=[O:44])[C:34]3[CH:35]=[CH:36][C:37]([C:40]([OH:42])=[O:41])=[CH:38][CH:39]=3)[C:29]([OH:31])=[O:30])=[O:25])[CH2:19]2)=[O:17])[CH2:12][CH2:13]1, predict the reactants needed to synthesize it. The reactants are: C(OC([N:8]1[CH2:13][CH2:12][CH:11]([CH2:14][CH2:15][C:16]([N:18]2[CH2:23][CH2:22][CH2:21][C@@H:20]([C:24]([NH:26][CH2:27][C@H:28]([NH:32][C:33](=[O:44])[C:34]3[CH:39]=[CH:38][C:37]([C:40]([O:42]C)=[O:41])=[CH:36][CH:35]=3)[C:29]([OH:31])=[O:30])=[O:25])[CH2:19]2)=[O:17])[CH2:10][CH2:9]1)=O)(C)(C)C.[SiH3]CC(N)=O.[Li+].[OH-].OS([O-])(=O)=O.[K+].